Task: Regression. Given a peptide amino acid sequence and an MHC pseudo amino acid sequence, predict their binding affinity value. This is MHC class II binding data.. Dataset: Peptide-MHC class II binding affinity with 134,281 pairs from IEDB (1) The peptide sequence is CFNCGKEGHLARNCRAPR. The MHC is HLA-DQA10401-DQB10402 with pseudo-sequence HLA-DQA10401-DQB10402. The binding affinity (normalized) is 0. (2) The peptide sequence is FVNTLVASSGSYAAT. The MHC is DRB5_0101 with pseudo-sequence DRB5_0101. The binding affinity (normalized) is 0.300.